From a dataset of Full USPTO retrosynthesis dataset with 1.9M reactions from patents (1976-2016). Predict the reactants needed to synthesize the given product. (1) Given the product [F:21][C:18]1([CH2:20][C:38]([C:37]2[CH:36]=[CH:40][CH:3]=[CH:1][CH:2]=2)=[O:39])[CH:17]=[CH:16][N:15]=[C:14]([F:13])[CH2:19]1, predict the reactants needed to synthesize it. The reactants are: [CH:1](NC(C)C)([CH3:3])[CH3:2].[Li]CCCC.[F:13][C:14]1[CH:19]=[C:18]([CH3:20])[CH:17]=[CH:16][N:15]=1.[F:21]C1C=CC(C(N(OC)C)=O)=CC=1.[Na+].[Cl-].[CH2:36]1[CH2:40][O:39][CH2:38][CH2:37]1. (2) The reactants are: C[C:2]([C:4]1C=C[C:7](O)=[CH:8][CH:9]=1)=[O:3].[NH2:11][CH2:12][CH2:13][CH2:14][Si](OCC)(OCC)OCC.C=O. Given the product [O:3]1[C:2]2[CH:4]=[CH:9][CH:8]=[CH:7][C:14]=2[CH:13]=[CH:12][NH:11]1, predict the reactants needed to synthesize it. (3) Given the product [CH2:1]([O:8][C:9]1[CH:10]=[CH:11][C:12]2[C:13]3[N:21]([NH2:22])[C:20]([CH2:30][O:31][CH2:32][CH3:33])=[N:19][C:14]=3[CH:15]=[N:16][C:17]=2[CH:18]=1)[C:2]1[CH:3]=[CH:4][CH:5]=[CH:6][CH:7]=1, predict the reactants needed to synthesize it. The reactants are: [CH2:1]([O:8][C:9]1[CH:10]=[CH:11][C:12]2[C:13]3[N:21]([NH:22]C(=O)OC(C)(C)C)[C:20]([CH2:30][O:31][CH2:32][CH3:33])=[N:19][C:14]=3[CH:15]=[N:16][C:17]=2[CH:18]=1)[C:2]1[CH:7]=[CH:6][CH:5]=[CH:4][CH:3]=1.Cl. (4) Given the product [NH2:26][C:22]1[N:23]=[CH:24][N:25]=[C:20]([NH:1][C@H:2]([C:4]2[N:13]([CH:14]3[CH2:16][CH2:15]3)[C:12](=[O:17])[C:11]3[C:6](=[CH:7][CH:8]=[CH:9][C:10]=3[Cl:18])[N:5]=2)[CH3:3])[C:21]=1[C:27]1[N:31]=[C:30]([CH:32]([CH3:34])[CH3:33])[O:29][N:28]=1, predict the reactants needed to synthesize it. The reactants are: [NH2:1][C@H:2]([C:4]1[N:13]([CH:14]2[CH2:16][CH2:15]2)[C:12](=[O:17])[C:11]2[C:6](=[CH:7][CH:8]=[CH:9][C:10]=2[Cl:18])[N:5]=1)[CH3:3].Cl[C:20]1[N:25]=[CH:24][N:23]=[C:22]([NH2:26])[C:21]=1[C:27]1[N:31]=[C:30]([CH:32]([CH3:34])[CH3:33])[O:29][N:28]=1.CCN(C(C)C)C(C)C. (5) Given the product [NH2:5][CH:6]([C:11]1[CH:12]=[CH:13][C:14]([F:17])=[CH:15][CH:16]=1)[CH2:7][C:8]([O:10][CH2:1][CH2:2][CH3:3])=[O:9], predict the reactants needed to synthesize it. The reactants are: [CH2:1](O)[CH2:2][CH3:3].[NH2:5][CH:6]([C:11]1[CH:16]=[CH:15][C:14]([F:17])=[CH:13][CH:12]=1)[CH2:7][C:8]([OH:10])=[O:9].S(=O)(=O)(O)O.[OH-].[Na+]. (6) Given the product [Cl:13][C:14]1[C:15]([O:24][CH:25]2[CH2:26][CH2:27][C:28]([F:31])([F:32])[CH2:29][CH2:30]2)=[CH:16][C:17]([F:23])=[C:18]([CH:22]=1)[C:19]([NH:12][S:9]([CH:6]1[CH2:8][CH2:7]1)(=[O:11])=[O:10])=[O:20], predict the reactants needed to synthesize it. The reactants are: CS(N)(=O)=O.[CH:6]1([S:9]([NH2:12])(=[O:11])=[O:10])[CH2:8][CH2:7]1.[Cl:13][C:14]1[C:15]([O:24][CH:25]2[CH2:30][CH2:29][C:28]([F:32])([F:31])[CH2:27][CH2:26]2)=[CH:16][C:17]([F:23])=[C:18]([CH:22]=1)[C:19](O)=[O:20]. (7) Given the product [Cl:1][C:2]1[CH:7]=[C:6]([Cl:8])[CH:5]=[CH:4][C:3]=1[C:9]1[CH:10]=[C:11]([CH2:26][O:27][CH:41]([CH3:42])[C:40]([NH:39][C:36]2[CH:37]=[CH:38][C:33]([C:32]([OH:45])=[O:31])=[CH:34][CH:35]=2)=[O:44])[C:12]([CH3:25])=[N:13][C:14]=1[C:15]1[CH:16]=[CH:17][C:18]([C:21]([F:24])([F:22])[F:23])=[CH:19][CH:20]=1, predict the reactants needed to synthesize it. The reactants are: [Cl:1][C:2]1[CH:7]=[C:6]([Cl:8])[CH:5]=[CH:4][C:3]=1[C:9]1[CH:10]=[C:11]([CH2:26][OH:27])[C:12]([CH3:25])=[N:13][C:14]=1[C:15]1[CH:20]=[CH:19][C:18]([C:21]([F:24])([F:23])[F:22])=[CH:17][CH:16]=1.[H-].[Na+].C[O:31][C:32](=[O:45])[C:33]1[CH:38]=[CH:37][C:36]([NH:39][C:40](=[O:44])[CH:41](Br)[CH3:42])=[CH:35][CH:34]=1. (8) Given the product [CH:24]1([N:16]([C@H:17]2[CH2:22][CH2:21][C@H:20]([CH3:23])[CH2:19][CH2:18]2)[C:14](=[O:15])[NH:13][C:11]2[S:12][C:8]([S:7][CH2:5][CH2:6][C:52]([OH:56])=[O:51])=[CH:9][N:10]=2)[CH2:25][CH2:26][CH2:27][CH2:28]1, predict the reactants needed to synthesize it. The reactants are: C(OC(=O)[CH:5]([S:7][C:8]1[S:12][C:11]([NH:13][C:14]([N:16]([CH:24]2[CH2:28][CH2:27][CH2:26][CH2:25]2)[C@H:17]2[CH2:22][CH2:21][C@H:20]([CH3:23])[CH2:19][CH2:18]2)=[O:15])=[N:10][CH:9]=1)[CH3:6])C.C1(N[C@H]2CC[C@H](C)CC2)CCCC1.NC1SC=NC=1.C([O:51][C:52](=[O:56])C(S)C)C. (9) Given the product [CH3:38][N:39]([CH3:43])[C:40]([N:26]1[CH2:25][CH:24]=[C:23]([C:21]2[NH:20][C:16]3=[N:17][CH:18]=[CH:19][C:14]([NH:13][C:10]4[CH:11]=[CH:12][C:7]5[N:6]=[CH:5][S:4][C:8]=5[CH:9]=4)=[C:15]3[CH:22]=2)[CH2:28][CH2:27]1)=[O:41], predict the reactants needed to synthesize it. The reactants are: Cl.Cl.Cl.[S:4]1[C:8]2[CH:9]=[C:10]([NH:13][C:14]3[CH:19]=[CH:18][N:17]=[C:16]4[NH:20][C:21]([C:23]5[CH2:24][CH2:25][NH:26][CH2:27][CH:28]=5)=[CH:22][C:15]=34)[CH:11]=[CH:12][C:7]=2[N:6]=[CH:5]1.C(N(CC)C(C)C)(C)C.[CH3:38][N:39]([CH3:43])[C:40](Cl)=[O:41]. (10) Given the product [Cl:1][C:2]1[CH:3]=[C:4]([CH:35]=[CH:36][C:37]=1[Cl:38])[CH2:5][C:6]1[C:7](=[O:34])[NH:8][C:9]([CH2:16][C:17]2[N:21]([CH2:22][C:23]3[CH:28]=[CH:27][C:26]([O:29][CH3:30])=[CH:25][C:24]=3[O:31][CH3:32])[C:20](=[O:33])[N:19]([CH3:39])[N:18]=2)=[N:10][C:11]=1[C:12]([F:15])([F:13])[F:14], predict the reactants needed to synthesize it. The reactants are: [Cl:1][C:2]1[CH:3]=[C:4]([CH:35]=[CH:36][C:37]=1[Cl:38])[CH2:5][C:6]1[C:7](=[O:34])[NH:8][C:9]([CH2:16][C:17]2[N:21]([CH2:22][C:23]3[CH:28]=[CH:27][C:26]([O:29][CH3:30])=[CH:25][C:24]=3[O:31][CH3:32])[C:20](=[O:33])[NH:19][N:18]=2)=[N:10][C:11]=1[C:12]([F:15])([F:14])[F:13].[CH3:39]C(C)([O-])C.[K+].IC.